This data is from Full USPTO retrosynthesis dataset with 1.9M reactions from patents (1976-2016). The task is: Predict the reactants needed to synthesize the given product. (1) The reactants are: [C:1]([O:5][C:6]([N:8]1[CH2:13][CH:12]=[C:11]([C:14]2[CH:19]=[CH:18][C:17]([NH2:20])=[CH:16][CH:15]=2)[CH2:10][CH2:9]1)=[O:7])([CH3:4])([CH3:3])[CH3:2].[OH-].[Na+].[C:23](Cl)([O:25][CH2:26][C:27]1[CH:32]=[CH:31][CH:30]=[CH:29][CH:28]=1)=[O:24]. Given the product [C:1]([O:5][C:6]([N:8]1[CH2:9][CH:10]=[C:11]([C:14]2[CH:19]=[CH:18][C:17]([NH:20][C:23]([O:25][CH2:26][C:27]3[CH:32]=[CH:31][CH:30]=[CH:29][CH:28]=3)=[O:24])=[CH:16][CH:15]=2)[CH2:12][CH2:13]1)=[O:7])([CH3:4])([CH3:2])[CH3:3], predict the reactants needed to synthesize it. (2) Given the product [CH2:1]([O:5][C:6]([NH:8][C@@H:9]([C:13]1[CH:14]=[CH:15][CH:16]=[CH:17][CH:18]=1)[C:10]([N:58]1[CH2:57][CH2:56][N:55]([C:48]([O:50][C:51]([CH3:54])([CH3:53])[CH3:52])=[O:49])[CH2:60][CH2:59]1)=[O:12])=[O:7])[C:4]1[CH:31]=[CH:32][CH:33]=[CH:28][CH:38]=1, predict the reactants needed to synthesize it. The reactants are: [C:1]([O:5][C:6]([NH:8][C@@H:9]([C:13]1[CH:18]=[CH:17][CH:16]=[CH:15][CH:14]=1)[C:10]([OH:12])=O)=[O:7])([CH3:4])(C)C.CN(C)C1C=CN=CC=1.[C:28]1([CH3:38])[CH:33]=[CH:32][C:31](S(O)(=O)=O)=CC=1.C(N=C=NC(C)C)(C)C.[C:48]([N:55]1[CH2:60][CH2:59][NH:58][CH2:57][CH2:56]1)([O:50][C:51]([CH3:54])([CH3:53])[CH3:52])=[O:49].